This data is from Peptide-MHC class I binding affinity with 185,985 pairs from IEDB/IMGT. The task is: Regression. Given a peptide amino acid sequence and an MHC pseudo amino acid sequence, predict their binding affinity value. This is MHC class I binding data. (1) The binding affinity (normalized) is 0.764. The MHC is HLA-B44:03 with pseudo-sequence HLA-B44:03. The peptide sequence is KEGVFHTMW. (2) The MHC is HLA-A02:01 with pseudo-sequence HLA-A02:01. The peptide sequence is RTIDAINKCV. The binding affinity (normalized) is 0.0639.